From a dataset of Full USPTO retrosynthesis dataset with 1.9M reactions from patents (1976-2016). Predict the reactants needed to synthesize the given product. Given the product [CH:20](=[C:21]1/[CH2:16][C@@H:15]2[C@@H:25]([C@:23]3([CH3:24])[CH:22]/1[CH2:48][C:47](=[O:50])[CH2:46][CH2:18]3)[CH2:26][CH2:27][C@@:4]1([CH3:5])[C@H:6]2[CH2:7][CH2:8][C:3]1=[O:12])/[CH3:19], predict the reactants needed to synthesize it. The reactants are: C1CO[C:8]23OCC[O:12][C:3]2([C@:4]2([CH2:27][CH2:26][C@H:25]4[C@@H:15]([CH2:16]/C(=C\C)/[CH:18]5[C@:23]4([CH3:24])[CH2:22][CH2:21][CH2:20][CH2:19]5)[C@@H:6]2[CH2:7]3)[CH3:5])O1.C([C@@H]1C2[C@](C)(C[CH2:46][C:47](=[O:50])[CH2:48]2)[C@@H]2[C@H]([C@H]3[C@@:48](CC2)(C)[C:47](=[O:50])[CH2:46]C3)C1)#N.